This data is from Forward reaction prediction with 1.9M reactions from USPTO patents (1976-2016). The task is: Predict the product of the given reaction. (1) Given the reactants [F:1][C:2]1[CH:7]=[CH:6][C:5]([CH:8]([OH:22])[C:9]2[C:10]([NH:15]C(=O)C(C)(C)C)=[N:11][CH:12]=[CH:13][CH:14]=2)=[CH:4][CH:3]=1.[OH-].[Na+].O, predict the reaction product. The product is: [NH2:15][C:10]1[C:9]([CH:8]([C:5]2[CH:4]=[CH:3][C:2]([F:1])=[CH:7][CH:6]=2)[OH:22])=[CH:14][CH:13]=[CH:12][N:11]=1. (2) Given the reactants [Cl:1][C:2]1[CH:7]=[CH:6][C:5]([C:8]2[NH:9][C:10]3[N:11]([N:15]=[CH:16][C:17]=3[CH2:18][C:19]([OH:21])=O)[C:12](=[O:14])[CH:13]=2)=[CH:4][C:3]=1[O:22][CH3:23].Cl.CN.C(Cl)CCl.C1C=CC2N(O)N=[N:37][C:35]=2C=1.Cl, predict the reaction product. The product is: [Cl:1][C:2]1[CH:7]=[CH:6][C:5]([C:8]2[NH:9][C:10]3[N:11]([N:15]=[CH:16][C:17]=3[CH2:18][C:19]([NH:37][CH3:35])=[O:21])[C:12](=[O:14])[CH:13]=2)=[CH:4][C:3]=1[O:22][CH3:23]. (3) Given the reactants [Cl:1][C:2]1[CH:10]=[C:9]2[C:5]([C:6]([C:11]([C:13]3[C:14](Cl)=[N:15][CH:16]=[CH:17][N:18]=3)=[O:12])=[CH:7][NH:8]2)=[CH:4][CH:3]=1.[F:20][C:21]1[CH:28]=[CH:27][C:24]([CH2:25][NH2:26])=[CH:23][CH:22]=1.CO.C(Cl)Cl, predict the reaction product. The product is: [Cl:1][C:2]1[CH:10]=[C:9]2[C:5]([C:6]([C:11]([C:13]3[C:14]([NH:26][CH2:25][C:24]4[CH:27]=[CH:28][C:21]([F:20])=[CH:22][CH:23]=4)=[N:15][CH:16]=[CH:17][N:18]=3)=[O:12])=[CH:7][NH:8]2)=[CH:4][CH:3]=1. (4) The product is: [CH:7]([C:10]1[C:11]2[N:18]=[C:19]([CH2:20][C:21]3[CH:26]=[CH:25][CH:24]=[CH:23][C:22]=3[O:27][CH2:28][C:29]([OH:31])=[O:30])[NH:17][C:15](=[O:16])[C:12]=2[NH:13][N:14]=1)([CH3:9])[CH3:8]. Given the reactants CC(C)([O-])C.[K+].[CH:7]([C:10]1[NH:14][N:13]=[C:12]([C:15]([NH2:17])=[O:16])[C:11]=1[NH:18][C:19](=O)[CH2:20][C:21]1[CH:26]=[CH:25][CH:24]=[CH:23][C:22]=1[O:27][CH2:28][C:29]([O:31]CC)=[O:30])([CH3:9])[CH3:8].Cl, predict the reaction product. (5) Given the reactants Cl.[CH3:2][O:3][C:4](=[O:8])[CH:5]([CH3:7])[NH2:6].C([O-])(=O)C.[K+].[CH3:14][CH:15]([CH3:19])[CH2:16][CH:17]=O.C(O[BH-](OC(=O)C)OC(=O)C)(=O)C.[Na+].C(=O)(O)[O-].[Na+].C(=O)([O-])[O-].[Na+].[Na+], predict the reaction product. The product is: [CH3:14][CH:15]([CH3:19])[CH2:16][CH2:17][NH:6][C@H:5]([C:4]([O:3][CH3:2])=[O:8])[CH3:7]. (6) Given the reactants [I:1][C:2]1[CH:3]=[C:4]([CH:7]=[CH:8][CH:9]=1)[C:5]#[N:6].[NH:10]1C=N[N:12]=[N:11]1, predict the reaction product. The product is: [I:1][C:2]1[CH:3]=[C:4]([C:5]2[N:10]=[N:11][NH:12][N:6]=2)[CH:7]=[CH:8][CH:9]=1. (7) Given the reactants [NH:1]1[C:9]2[C:4](=[CH:5][C:6]([C:10]([OH:12])=O)=[CH:7][CH:8]=2)[CH:3]=[CH:2]1.[CH2:13]([NH2:15])[CH3:14], predict the reaction product. The product is: [CH2:13]([NH:15][C:10]([C:6]1[CH:5]=[C:4]2[C:9](=[CH:8][CH:7]=1)[NH:1][CH:2]=[CH:3]2)=[O:12])[CH3:14]. (8) Given the reactants C([O:8][C:9]1[CH:10]=[CH:11][CH:12]=[C:13]2[C:18]=1[N:17]=[C:16]([C:19]1[N:23]3[CH:24]=[CH:25][C:26]([O:28][CH2:29][CH2:30][O:31][CH3:32])=[CH:27][C:22]3=[N:21][CH:20]=1)[CH:15]=[CH:14]2)C1C=CC=CC=1.C([O-])=O.[NH4+].C(OCC)(=O)C.C(O)=O, predict the reaction product. The product is: [CH3:32][O:31][CH2:30][CH2:29][O:28][C:26]1[CH:25]=[CH:24][N:23]2[C:19]([C:16]3[CH:15]=[CH:14][C:13]4[C:18](=[C:9]([OH:8])[CH:10]=[CH:11][CH:12]=4)[N:17]=3)=[CH:20][N:21]=[C:22]2[CH:27]=1. (9) Given the reactants [NH2:1][C:2]1[CH:49]=[C:48]([N:50]([CH2:52][CH2:53][N:54]([CH3:56])[CH3:55])[CH3:51])[CH:47]=[CH:46][C:3]=1[C:4]([NH:6][C:7]1[C:15]2[C:10](=[CH:11][CH:12]=[C:13]([S:16]([C:19]3[CH:24]=[C:23]([F:25])[CH:22]=[C:21]([F:26])[CH:20]=3)(=[O:18])=[O:17])[CH:14]=2)[N:9](C(C2C=CC=CC=2)(C2C=CC=CC=2)C2C=CC=CC=2)[N:8]=1)=[O:5].[O:57]1[CH2:62][CH2:61][C:60](=O)[CH2:59][CH2:58]1.FC(F)(F)C(O)=O.C(O[BH-](OC(=O)C)OC(=O)C)(=O)C.C[N+](C)(C)C, predict the reaction product. The product is: [F:25][C:23]1[CH:24]=[C:19]([S:16]([C:13]2[CH:14]=[C:15]3[C:10](=[CH:11][CH:12]=2)[NH:9][N:8]=[C:7]3[NH:6][C:4](=[O:5])[C:3]2[CH:46]=[CH:47][C:48]([N:50]([CH2:52][CH2:53][N:54]([CH3:55])[CH3:56])[CH3:51])=[CH:49][C:2]=2[NH:1][CH:60]2[CH2:61][CH2:62][O:57][CH2:58][CH2:59]2)(=[O:18])=[O:17])[CH:20]=[C:21]([F:26])[CH:22]=1. (10) Given the reactants [OH-:1].[Na+].O[NH2:4].C[O:6][C:7]([C:9]1[CH:10]=[C:11]2[C:15](=[CH:16][CH:17]=1)[N:14]([CH3:18])[CH:13]=[C:12]2[CH2:19][C:20]1[CH:25]=[CH:24][C:23]([F:26])=[CH:22][CH:21]=1)=O, predict the reaction product. The product is: [OH:1][NH:4][C:7]([C:9]1[CH:10]=[C:11]2[C:15](=[CH:16][CH:17]=1)[N:14]([CH3:18])[CH:13]=[C:12]2[CH2:19][C:20]1[CH:25]=[CH:24][C:23]([F:26])=[CH:22][CH:21]=1)=[O:6].